Predict the reactants needed to synthesize the given product. From a dataset of Full USPTO retrosynthesis dataset with 1.9M reactions from patents (1976-2016). (1) Given the product [CH2:1]([O:4][N:5]1[C:11](=[O:12])[N:10]2[CH2:13][C@H:6]1[C:7]([C:23]([NH2:25])=[O:24])=[CH:8][C@H:9]2[CH2:14][OH:15])[CH:2]=[CH2:3], predict the reactants needed to synthesize it. The reactants are: [CH2:1]([O:4][N:5]1[C:11](=[O:12])[N:10]2[CH2:13][C@H:6]1[C:7]([C:23]([NH2:25])=[O:24])=[CH:8][C@H:9]2[CH2:14][O:15][Si](C(C)(C)C)(C)C)[CH:2]=[CH2:3].[F-].C([N+](CCCC)(CCCC)CCCC)CCC. (2) Given the product [C:1]([O:5][C:6]([N:8]1[CH2:23][CH2:22][C:11]2([N:15]([CH2:31][C:32]3[CH:37]=[CH:36][C:35]([O:38][C:39]([F:40])([F:41])[F:42])=[CH:34][CH:33]=3)[C:14](=[O:16])[N:13]([CH2:17][CH:18]([CH3:19])[CH3:20])[C:12]2=[O:21])[CH2:10][CH2:9]1)=[O:7])([CH3:3])([CH3:2])[CH3:4], predict the reactants needed to synthesize it. The reactants are: [C:1]([O:5][C:6]([N:8]1[CH2:23][CH2:22][C:11]2([NH:15][C:14](=[O:16])[N:13]([CH2:17][CH:18]([CH3:20])[CH3:19])[C:12]2=[O:21])[CH2:10][CH2:9]1)=[O:7])([CH3:4])([CH3:3])[CH3:2].C([O-])([O-])=O.[Cs+].[Cs+].Br[CH2:31][C:32]1[CH:37]=[CH:36][C:35]([O:38][C:39]([F:42])([F:41])[F:40])=[CH:34][CH:33]=1. (3) The reactants are: [I-].[CH2:2]([O:9][C:10]1[C:36]([F:37])=[CH:35][C:34]([F:38])=[CH:33][C:11]=1[CH2:12][CH2:13][P+](C1C=CC=CC=1)(C1C=CC=CC=1)C1C=CC=CC=1)[C:3]1[CH:8]=[CH:7][CH:6]=[CH:5][CH:4]=1.[H-].[Na+].[C:41]([O:45][C@@H:46]([C:52]1[C:53]([CH3:95])=[N:54][C:55]2[N:56]([N:90]=[C:91]([CH:93]=O)[CH:92]=2)[C:57]=1[N:58]1[CH2:63][CH2:62][C:61]([O:65][CH2:66][CH2:67][CH2:68][CH2:69][C@H:70]([O:72][Si:73]([C:86]([CH3:89])([CH3:88])[CH3:87])([C:80]2[CH:85]=[CH:84][CH:83]=[CH:82][CH:81]=2)[C:74]2[CH:79]=[CH:78][CH:77]=[CH:76][CH:75]=2)[CH3:71])([CH3:64])[CH2:60][CH2:59]1)[C:47]([O:49][CH2:50][CH3:51])=[O:48])([CH3:44])([CH3:43])[CH3:42]. Given the product [CH2:2]([O:9][C:10]1[C:36]([F:37])=[CH:35][C:34]([F:38])=[CH:33][C:11]=1[CH2:12][CH:13]=[CH:93][C:91]1[CH:92]=[C:55]2[N:54]=[C:53]([CH3:95])[C:52]([C@H:46]([O:45][C:41]([CH3:44])([CH3:43])[CH3:42])[C:47]([O:49][CH2:50][CH3:51])=[O:48])=[C:57]([N:58]3[CH2:63][CH2:62][C:61]([O:65][CH2:66][CH2:67][CH2:68][CH2:69][C@H:70]([O:72][Si:73]([C:86]([CH3:87])([CH3:88])[CH3:89])([C:74]4[CH:75]=[CH:76][CH:77]=[CH:78][CH:79]=4)[C:80]4[CH:81]=[CH:82][CH:83]=[CH:84][CH:85]=4)[CH3:71])([CH3:64])[CH2:60][CH2:59]3)[N:56]2[N:90]=1)[C:3]1[CH:4]=[CH:5][CH:6]=[CH:7][CH:8]=1, predict the reactants needed to synthesize it. (4) Given the product [CH3:44][N:43]([CH3:45])[C:38]1[CH:39]=[CH:40][CH:41]=[CH:42][C:37]=1[CH2:36][NH:35][C:9]([NH:10][C:11]1[CH:12]=[N:13][CH:14]=[C:15]([C:17]#[C:18][C:19]2[CH:20]=[N:21][C:22]([NH:25][CH2:26][CH2:27][N:28]3[CH2:33][CH2:32][O:31][CH2:30][CH2:29]3)=[N:23][CH:24]=2)[CH:16]=1)=[O:8], predict the reactants needed to synthesize it. The reactants are: ClC1C=CC([O:8][C:9](=O)[NH:10][C:11]2[CH:12]=[N:13][CH:14]=[C:15]([C:17]#[C:18][C:19]3[CH:20]=[N:21][C:22]([NH:25][CH2:26][CH2:27][N:28]4[CH2:33][CH2:32][O:31][CH2:30][CH2:29]4)=[N:23][CH:24]=3)[CH:16]=2)=CC=1.[NH2:35][CH2:36][C:37]1[CH:42]=[CH:41][CH:40]=[CH:39][C:38]=1[N:43]([CH3:45])[CH3:44]. (5) Given the product [Cl:29][C:26]1[CH:27]=[CH:28][C:22]2[O:21][C:20]([NH:19][C:1](=[O:17])[CH2:2][CH2:3][CH2:4][CH2:5][CH2:6][CH2:7][CH2:8][CH2:9][CH2:10][CH2:11][CH2:12][CH2:13][CH2:14][CH2:15][CH3:16])=[N:24][C:23]=2[CH:25]=1, predict the reactants needed to synthesize it. The reactants are: [C:1](Cl)(=[O:17])[CH2:2][CH2:3][CH2:4][CH2:5][CH2:6][CH2:7][CH2:8][CH2:9][CH2:10][CH2:11][CH2:12][CH2:13][CH2:14][CH2:15][CH3:16].[NH2:19][C:20]1[O:21][C:22]2[CH:28]=[CH:27][C:26]([Cl:29])=[CH:25][C:23]=2[N:24]=1.